From a dataset of NCI-60 drug combinations with 297,098 pairs across 59 cell lines. Regression. Given two drug SMILES strings and cell line genomic features, predict the synergy score measuring deviation from expected non-interaction effect. (1) Cell line: HCC-2998. Drug 2: C1CC(=O)NC(=O)C1N2C(=O)C3=CC=CC=C3C2=O. Synergy scores: CSS=-9.45, Synergy_ZIP=7.38, Synergy_Bliss=11.9, Synergy_Loewe=-5.49, Synergy_HSA=-6.48. Drug 1: C1=NNC2=C1C(=O)NC=N2. (2) Drug 1: CC1=CC=C(C=C1)C2=CC(=NN2C3=CC=C(C=C3)S(=O)(=O)N)C(F)(F)F. Drug 2: CCC1(CC2CC(C3=C(CCN(C2)C1)C4=CC=CC=C4N3)(C5=C(C=C6C(=C5)C78CCN9C7C(C=CC9)(C(C(C8N6C)(C(=O)OC)O)OC(=O)C)CC)OC)C(=O)OC)O.OS(=O)(=O)O. Cell line: KM12. Synergy scores: CSS=-5.54, Synergy_ZIP=0.778, Synergy_Bliss=-2.31, Synergy_Loewe=-6.80, Synergy_HSA=-5.50. (3) Drug 1: CC1=C(C(=CC=C1)Cl)NC(=O)C2=CN=C(S2)NC3=CC(=NC(=N3)C)N4CCN(CC4)CCO. Drug 2: C(CCl)NC(=O)N(CCCl)N=O. Cell line: HCT-15. Synergy scores: CSS=12.0, Synergy_ZIP=-2.64, Synergy_Bliss=2.58, Synergy_Loewe=2.76, Synergy_HSA=3.58. (4) Drug 1: C(CC(=O)O)C(=O)CN.Cl. Drug 2: C1CC(=O)NC(=O)C1N2C(=O)C3=CC=CC=C3C2=O. Cell line: HCT-15. Synergy scores: CSS=9.69, Synergy_ZIP=-6.97, Synergy_Bliss=-8.62, Synergy_Loewe=-2.84, Synergy_HSA=-2.39.